Dataset: Forward reaction prediction with 1.9M reactions from USPTO patents (1976-2016). Task: Predict the product of the given reaction. Given the reactants [NH2:1][C:2]1[N:3]([C:14]([O:16][C:17]([CH3:20])([CH3:19])[CH3:18])=[O:15])[CH:4]=[C:5]([CH2:7][CH2:8][CH2:9][CH2:10][CH2:11][C:12]#[CH:13])[N:6]=1.[N:21]([CH2:24][CH2:25][NH:26][C:27]([C:29]1[NH:30][CH:31]=[C:32]([Br:34])[CH:33]=1)=[O:28])=[N+:22]=[N-:23], predict the reaction product. The product is: [NH2:1][C:2]1[N:3]([C:14]([O:16][C:17]([CH3:20])([CH3:19])[CH3:18])=[O:15])[CH:4]=[C:5]([CH2:7][CH2:8][CH2:9][CH2:10][CH2:11][C:12]2[N:23]=[N:22][N:21]([CH2:24][CH2:25][NH:26][C:27]([C:29]3[NH:30][CH:31]=[C:32]([Br:34])[CH:33]=3)=[O:28])[CH:13]=2)[N:6]=1.